Dataset: Peptide-MHC class I binding affinity with 185,985 pairs from IEDB/IMGT. Task: Regression. Given a peptide amino acid sequence and an MHC pseudo amino acid sequence, predict their binding affinity value. This is MHC class I binding data. (1) The peptide sequence is MPEWANFKFRD. The MHC is H-2-Kb with pseudo-sequence H-2-Kb. The binding affinity (normalized) is 0.752. (2) The peptide sequence is YRTATLRTL. The MHC is HLA-B27:05 with pseudo-sequence HLA-B27:05. The binding affinity (normalized) is 0.547. (3) The binding affinity (normalized) is 0. The MHC is HLA-A03:01 with pseudo-sequence HLA-A03:01. The peptide sequence is DVLPFDIKY. (4) The peptide sequence is TIQRFSSL. The MHC is Mamu-B01 with pseudo-sequence Mamu-B01. The binding affinity (normalized) is 0. (5) The peptide sequence is YLVAKQATV. The MHC is HLA-A02:03 with pseudo-sequence HLA-A02:03. The binding affinity (normalized) is 0.676. (6) The peptide sequence is NIVTDLENR. The MHC is HLA-A03:01 with pseudo-sequence HLA-A03:01. The binding affinity (normalized) is 0.158. (7) The peptide sequence is MCSNGSLQCR. The MHC is HLA-A31:01 with pseudo-sequence HLA-A31:01. The binding affinity (normalized) is 0.465. (8) The peptide sequence is AEMRAYHGF. The MHC is HLA-B15:01 with pseudo-sequence HLA-B15:01. The binding affinity (normalized) is 0.405. (9) The peptide sequence is GTFKSVAVK. The MHC is HLA-B08:01 with pseudo-sequence HLA-B08:01. The binding affinity (normalized) is 0.0847. (10) The peptide sequence is STPESANLGEE. The MHC is Mamu-A02 with pseudo-sequence Mamu-A02. The binding affinity (normalized) is 0.